This data is from Reaction yield outcomes from USPTO patents with 853,638 reactions. The task is: Predict the reaction yield, written as a fraction of the theoretical maximum amount of product (1.0 means a 100% yield; for example, 0.34 means a 34% yield). (1) The reactants are [CH3:1][C@@H:2]1[N:7]([CH3:8])[CH2:6][CH2:5][N:4]([CH2:9][C:10]2[CH:11]=[C:12]([C:16]3[C:21]([F:22])=[CH:20][CH:19]=[C:18]([CH2:23][NH:24][C:25](=[O:39])[C:26]4[CH:31]=[CH:30][CH:29]=[C:28]([CH2:32][CH:33]5[CH2:38][CH2:37][NH:36][CH2:35][CH2:34]5)[CH:27]=4)[CH:17]=3)[CH:13]=[CH:14][CH:15]=2)[CH2:3]1.[CH2:40]=O.[BH4-].[Na+]. The catalyst is CO. The product is [CH3:1][C@@H:2]1[N:7]([CH3:8])[CH2:6][CH2:5][N:4]([CH2:9][C:10]2[CH:11]=[C:12]([C:16]3[C:21]([F:22])=[CH:20][CH:19]=[C:18]([CH2:23][NH:24][C:25](=[O:39])[C:26]4[CH:31]=[CH:30][CH:29]=[C:28]([CH2:32][CH:33]5[CH2:34][CH2:35][N:36]([CH3:40])[CH2:37][CH2:38]5)[CH:27]=4)[CH:17]=3)[CH:13]=[CH:14][CH:15]=2)[CH2:3]1. The yield is 0.350. (2) The reactants are [S:1](=[O:32])(=[O:31])([O:3][CH2:4][C@@H:5]1[C@@H:12]2[C@@H:8]([O:9]C(C)(C)[O:11]2)[C@H:7]([N:15]2[C:19]3[N:20]=[CH:21][N:22]=[C:23]([S:24][C:25]4[CH:30]=[CH:29][CH:28]=[CH:27][CH:26]=4)[C:18]=3[CH:17]=[CH:16]2)[CH2:6]1)[NH2:2]. The catalyst is FC(F)(F)C(O)=O.O. The product is [S:1](=[O:32])(=[O:31])([O:3][CH2:4][C@H:5]1[CH2:6][C@@H:7]([N:15]2[C:19]3[N:20]=[CH:21][N:22]=[C:23]([S:24][C:25]4[CH:30]=[CH:29][CH:28]=[CH:27][CH:26]=4)[C:18]=3[CH:17]=[CH:16]2)[C@H:8]([OH:9])[C@@H:12]1[OH:11])[NH2:2]. The yield is 0.570.